From a dataset of Tyrosyl-DNA phosphodiesterase HTS with 341,365 compounds. Binary Classification. Given a drug SMILES string, predict its activity (active/inactive) in a high-throughput screening assay against a specified biological target. (1) The drug is Fc1ccc(c2nn(nn2)CC(=O)N(CC(=O)NC2CCCCC2)CCN2CCOCC2)cc1. The result is 0 (inactive). (2) The compound is o1nc(c(c1C)C(=O)NC)C. The result is 0 (inactive). (3) The compound is O(CCCN1c2c(C(=O)C1=O)cccc2C)c1c(cccc1)C. The result is 0 (inactive).